Dataset: Catalyst prediction with 721,799 reactions and 888 catalyst types from USPTO. Task: Predict which catalyst facilitates the given reaction. Reactant: [O:1]1[CH:5]=[CH:4][C:3]([N:6]([CH2:21][C:22]2[CH:27]=[CH:26][C:25]([O:28][CH3:29])=[CH:24][CH:23]=2)[S:7]([C:10]2[CH:19]=[C:18]3[C:13]([C:14](=O)[NH:15][CH:16]=[N:17]3)=[CH:12][CH:11]=2)(=[O:9])=[O:8])=[N:2]1.CCN(C(C)C)C(C)C.P(Cl)(Cl)([Cl:41])=O.N1C=CC=CC=1. Product: [Cl:41][C:14]1[C:13]2[C:18](=[CH:19][C:10]([S:7]([N:6]([C:3]3[CH:4]=[CH:5][O:1][N:2]=3)[CH2:21][C:22]3[CH:27]=[CH:26][C:25]([O:28][CH3:29])=[CH:24][CH:23]=3)(=[O:9])=[O:8])=[CH:11][CH:12]=2)[N:17]=[CH:16][N:15]=1. The catalyst class is: 325.